Dataset: hERG Central: cardiac toxicity at 1µM, 10µM, and general inhibition. Task: Predict hERG channel inhibition at various concentrations. (1) The drug is Cn1c(-c2ccc3c(c2)OCO3)cnc1NCc1cccc(Cl)c1.O=C(O)C(=O)O. Results: hERG_inhib (hERG inhibition (general)): blocker. (2) The drug is CC(=O)Nc1ccc(S(=O)(=O)N2CCN(c3nc(NC4CCCC4)c4ccccc4n3)CC2)cc1. Results: hERG_inhib (hERG inhibition (general)): blocker. (3) The compound is Cc1ccc(NC(=O)c2ccc(Br)o2)cc1S(=O)(=O)N(C)C. Results: hERG_inhib (hERG inhibition (general)): blocker. (4) The drug is CCOC(=O)c1cccc(Nc2ncnc3ccc(C)cc23)c1. Results: hERG_inhib (hERG inhibition (general)): blocker. (5) The molecule is Cc1ccc(CNC(=O)C2CCC(=O)N(CCc3ccc(Cl)cc3)C2)s1. Results: hERG_inhib (hERG inhibition (general)): blocker. (6) The drug is O=C(NCCN1CCCCC1)Nc1ccc(Br)cc1. Results: hERG_inhib (hERG inhibition (general)): blocker. (7) The compound is COc1ccc(C(=O)N/N=C/c2ccc(OC)c(CN3CCN(c4ccc(F)cc4)CC3)c2)cc1. Results: hERG_inhib (hERG inhibition (general)): blocker. (8) The drug is Cc1nc(N2CCN(C(=O)c3ccco3)CC2)c2c3c(sc2n1)CCCC3. Results: hERG_inhib (hERG inhibition (general)): blocker. (9) The molecule is COc1cccc(C2c3[nH]c4ccccc4c3C[C@H]3C(=O)N(CCCCCO)CC(=O)N23)c1. Results: hERG_inhib (hERG inhibition (general)): blocker.